Task: Regression. Given two drug SMILES strings and cell line genomic features, predict the synergy score measuring deviation from expected non-interaction effect.. Dataset: NCI-60 drug combinations with 297,098 pairs across 59 cell lines (1) Drug 1: CCC1(CC2CC(C3=C(CCN(C2)C1)C4=CC=CC=C4N3)(C5=C(C=C6C(=C5)C78CCN9C7C(C=CC9)(C(C(C8N6C=O)(C(=O)OC)O)OC(=O)C)CC)OC)C(=O)OC)O.OS(=O)(=O)O. Drug 2: C1CC(=O)NC(=O)C1N2C(=O)C3=CC=CC=C3C2=O. Cell line: HCC-2998. Synergy scores: CSS=10.2, Synergy_ZIP=-0.865, Synergy_Bliss=6.09, Synergy_Loewe=-5.52, Synergy_HSA=-1.11. (2) Drug 1: COC1=CC(=CC(=C1O)OC)C2C3C(COC3=O)C(C4=CC5=C(C=C24)OCO5)OC6C(C(C7C(O6)COC(O7)C8=CC=CS8)O)O. Drug 2: C1C(C(OC1N2C=NC3=C(N=C(N=C32)Cl)N)CO)O. Cell line: SR. Synergy scores: CSS=73.4, Synergy_ZIP=1.91, Synergy_Bliss=1.77, Synergy_Loewe=3.63, Synergy_HSA=5.15. (3) Drug 1: CS(=O)(=O)CCNCC1=CC=C(O1)C2=CC3=C(C=C2)N=CN=C3NC4=CC(=C(C=C4)OCC5=CC(=CC=C5)F)Cl. Drug 2: C1C(C(OC1N2C=NC(=NC2=O)N)CO)O. Cell line: RXF 393. Synergy scores: CSS=7.77, Synergy_ZIP=-2.70, Synergy_Bliss=1.43, Synergy_Loewe=1.61, Synergy_HSA=1.73. (4) Drug 1: CCC1(CC2CC(C3=C(CCN(C2)C1)C4=CC=CC=C4N3)(C5=C(C=C6C(=C5)C78CCN9C7C(C=CC9)(C(C(C8N6C=O)(C(=O)OC)O)OC(=O)C)CC)OC)C(=O)OC)O.OS(=O)(=O)O. Drug 2: COC1=NC(=NC2=C1N=CN2C3C(C(C(O3)CO)O)O)N. Cell line: ACHN. Synergy scores: CSS=6.23, Synergy_ZIP=-0.790, Synergy_Bliss=2.71, Synergy_Loewe=-5.03, Synergy_HSA=-0.429. (5) Drug 1: CC(CN1CC(=O)NC(=O)C1)N2CC(=O)NC(=O)C2. Drug 2: C1CC(C1)(C(=O)O)C(=O)O.[NH2-].[NH2-].[Pt+2]. Cell line: T-47D. Synergy scores: CSS=7.79, Synergy_ZIP=0.469, Synergy_Bliss=-3.02, Synergy_Loewe=-3.06, Synergy_HSA=-1.99. (6) Drug 1: COC1=CC(=CC(=C1O)OC)C2C3C(COC3=O)C(C4=CC5=C(C=C24)OCO5)OC6C(C(C7C(O6)COC(O7)C8=CC=CS8)O)O. Drug 2: C1=CC(=CC=C1C#N)C(C2=CC=C(C=C2)C#N)N3C=NC=N3. Cell line: MDA-MB-231. Synergy scores: CSS=33.0, Synergy_ZIP=-1.12, Synergy_Bliss=2.17, Synergy_Loewe=-13.5, Synergy_HSA=2.55. (7) Drug 1: CNC(=O)C1=CC=CC=C1SC2=CC3=C(C=C2)C(=NN3)C=CC4=CC=CC=N4. Drug 2: CC(CN1CC(=O)NC(=O)C1)N2CC(=O)NC(=O)C2. Cell line: HT29. Synergy scores: CSS=41.3, Synergy_ZIP=5.21, Synergy_Bliss=6.04, Synergy_Loewe=4.97, Synergy_HSA=5.32. (8) Drug 1: C1=CC(=C2C(=C1NCCNCCO)C(=O)C3=C(C=CC(=C3C2=O)O)O)NCCNCCO. Drug 2: C1=CC=C(C=C1)NC(=O)CCCCCCC(=O)NO. Cell line: 786-0. Synergy scores: CSS=60.0, Synergy_ZIP=3.73, Synergy_Bliss=4.00, Synergy_Loewe=-16.6, Synergy_HSA=5.78.